This data is from Forward reaction prediction with 1.9M reactions from USPTO patents (1976-2016). The task is: Predict the product of the given reaction. Given the reactants Cl[C:2]1[N:7]=[C:6]([NH:8][CH2:9][CH2:10][NH:11][C:12]2[CH:19]=[CH:18][C:15]([C:16]#[N:17])=[CH:14][N:13]=2)[N:5]2[N:20]=[CH:21][N:22]=[C:4]2[CH:3]=1.[Cl:23][C:24]1[CH:29]=[C:28]([Cl:30])[CH:27]=[CH:26][C:25]=1B(O)O.C(=O)([O-])[O-].[Na+].[Na+], predict the reaction product. The product is: [Cl:23][C:24]1[CH:29]=[C:28]([Cl:30])[CH:27]=[CH:26][C:25]=1[C:2]1[N:7]=[C:6]([NH:8][CH2:9][CH2:10][NH:11][C:12]2[CH:19]=[CH:18][C:15]([C:16]#[N:17])=[CH:14][N:13]=2)[N:5]2[N:20]=[CH:21][N:22]=[C:4]2[CH:3]=1.